This data is from Reaction yield outcomes from USPTO patents with 853,638 reactions. The task is: Predict the reaction yield, written as a fraction of the theoretical maximum amount of product (1.0 means a 100% yield; for example, 0.34 means a 34% yield). The reactants are [Cl:1][CH2:2][CH2:3][C:4]([C:6]1[CH:11]=[CH:10][C:9]([F:12])=[CH:8][CH:7]=1)=[O:5].[NH4+].[Cl-].I[CH2:16][C:17]([CH3:19])=[CH2:18]. The catalyst is C1COCC1.[Zn]. The product is [Cl:1][CH2:2][CH2:3][C:4]([C:6]1[CH:7]=[CH:8][C:9]([F:12])=[CH:10][CH:11]=1)([OH:5])[CH2:18][C:17]([CH3:19])=[CH2:16]. The yield is 0.760.